From a dataset of Full USPTO retrosynthesis dataset with 1.9M reactions from patents (1976-2016). Predict the reactants needed to synthesize the given product. (1) Given the product [CH:33]1([N:36]2[CH2:41][CH2:40][N:39]([C:25]([C:24]3[CH:28]=[CH:29][CH:30]=[C:22]([CH2:21][N:17]4[C:18]([CH3:20])=[CH:19][C:15](/[C:2](/[F:1])=[CH:3]/[C:4]5[CH:5]=[CH:6][C:7]([S:10][C:11]([F:14])([F:13])[F:12])=[CH:8][CH:9]=5)=[N:16]4)[CH:23]=3)=[O:27])[CH2:38][CH2:37]2)[CH2:35][CH2:34]1, predict the reactants needed to synthesize it. The reactants are: [F:1]/[C:2](/[C:15]1[CH:19]=[C:18]([CH3:20])[N:17]([CH2:21][C:22]2[CH:23]=[C:24]([CH:28]=[CH:29][CH:30]=2)[C:25]([OH:27])=O)[N:16]=1)=[CH:3]\[C:4]1[CH:9]=[CH:8][C:7]([S:10][C:11]([F:14])([F:13])[F:12])=[CH:6][CH:5]=1.Cl.Cl.[CH:33]1([N:36]2[CH2:41][CH2:40][NH:39][CH2:38][CH2:37]2)[CH2:35][CH2:34]1. (2) Given the product [F:10][C:11]([F:16])([F:15])[CH2:12][CH2:13][O:1][C:2]1[CH:9]=[CH:8][C:5]([CH:6]=[O:7])=[CH:4][CH:3]=1, predict the reactants needed to synthesize it. The reactants are: [OH:1][C:2]1[CH:9]=[CH:8][C:5]([CH:6]=[O:7])=[CH:4][CH:3]=1.[F:10][C:11]([F:16])([F:15])[CH2:12][CH2:13]O.C1(P(C2C=CC=CC=2)C2C=CC=CC=2)C=CC=CC=1.CC(OC(/N=N/C(OC(C)C)=O)=O)C.